From a dataset of Full USPTO retrosynthesis dataset with 1.9M reactions from patents (1976-2016). Predict the reactants needed to synthesize the given product. Given the product [NH2:25][C:24]1[N:23]=[C:6]([C:2]2[O:1][CH:5]=[CH:4][CH:3]=2)[C:8]([C:16]#[N:14])=[CH:9][N:10]=1, predict the reactants needed to synthesize it. The reactants are: [O:1]1[CH:5]=[CH:4][CH:3]=[C:2]1[C:6]([CH2:8][C:9]#[N:10])=O.COC(OC)[N:14]([CH3:16])C.C(=O)(O)O.[NH2:23][C:24](N)=[NH:25].C[O-].[Na+].